From a dataset of Forward reaction prediction with 1.9M reactions from USPTO patents (1976-2016). Predict the product of the given reaction. (1) Given the reactants [C:1]([C:3]1[C:7]([C:8]2[CH:13]=[CH:12][C:11]([CH3:14])=[CH:10][CH:9]=2)=[CH:6][NH:5][C:4]=1[N:15]=[CH:16][NH2:17])#[N:2].C[O-].[Na+], predict the reaction product. The product is: [C:11]1([CH3:14])[CH:10]=[CH:9][C:8]([C:7]2[C:3]3[C:1]([NH2:2])=[N:17][CH:16]=[N:15][C:4]=3[NH:5][CH:6]=2)=[CH:13][CH:12]=1. (2) Given the reactants [CH3:1][O:2][C:3]([C:5]1[N:10]2[N:11]=[C:12](N)[N:13]=[C:9]2[CH:8]=[CH:7][CH:6]=1)=[O:4].N([O-])=O.[Na+].[BrH:19], predict the reaction product. The product is: [Br:19][C:12]1[N:13]=[C:9]2[CH:8]=[CH:7][CH:6]=[C:5]([C:3]([O:2][CH3:1])=[O:4])[N:10]2[N:11]=1. (3) Given the reactants [C:1]1([NH:11][C:12]2[C:13]([NH2:18])=[CH:14][CH:15]=[CH:16][CH:17]=2)[C:10]2[C:5](=[CH:6][CH:7]=[CH:8][CH:9]=2)[CH:4]=[CH:3][CH:2]=1.[S:19](N)(N)(=[O:21])=[O:20], predict the reaction product. The product is: [C:1]1([N:11]2[C:12]3[CH:17]=[CH:16][CH:15]=[CH:14][C:13]=3[NH:18][S:19]2(=[O:21])=[O:20])[C:10]2[C:5](=[CH:6][CH:7]=[CH:8][CH:9]=2)[CH:4]=[CH:3][CH:2]=1. (4) The product is: [Cl:24][C:25]1[CH:26]=[C:27]2[C:31](=[CH:32][CH:33]=1)[NH:30][C:29](=[O:34])[C:28]2([OH:35])[C:19]1[C:18]([O:17][CH3:16])=[CH:23][CH:22]=[CH:21][N:20]=1. Given the reactants C([Li])(C)(C)C.BrC1C(C)=CC(C)=CC=1C.[CH3:16][O:17][C:18]1[CH:19]=[N:20][CH:21]=[CH:22][CH:23]=1.[Cl:24][C:25]1[CH:26]=[C:27]2[C:31](=[CH:32][CH:33]=1)[NH:30][C:29](=[O:34])[C:28]2=[O:35], predict the reaction product.